This data is from Catalyst prediction with 721,799 reactions and 888 catalyst types from USPTO. The task is: Predict which catalyst facilitates the given reaction. (1) Reactant: [C:1]([O:5][C:6]([NH:8][C@@H:9]([CH2:13][CH2:14][N:15]([CH3:17])[CH3:16])[C:10]([OH:12])=[O:11])=[O:7])([CH3:4])([CH3:3])[CH3:2].CN1CCOCC1.ClC(O[CH2:29][CH:30]([CH3:32])[CH3:31])=O.[OH-].[NH4+]. Product: [CH2:29]([O:11][C:10](=[O:12])[C@@H:9]([NH:8][C:6]([O:5][C:1]([CH3:4])([CH3:3])[CH3:2])=[O:7])[CH2:13][CH2:14][N:15]([CH3:17])[CH3:16])[CH:30]([CH3:32])[CH3:31]. The catalyst class is: 1. (2) Product: [F:1][C:2]1[CH:3]=[CH:4][C:5]([C:8]2[O:9][C:10]3[CH:20]=[C:19]([N:21]([CH3:26])[S:22]([CH3:25])(=[O:24])=[O:23])[C:18]([C:27]4[N:32]=[C:31]([C:33]([NH:35][CH2:36][C:37]5[CH:42]=[CH:41][C:40]([F:43])=[CH:39][N:38]=5)=[O:34])[C:30]([OH:44])=[CH:29][CH:28]=4)=[CH:17][C:11]=3[C:12]=2[C:13](=[O:16])[NH:14][CH3:15])=[CH:6][CH:7]=1. Reactant: [F:1][C:2]1[CH:7]=[CH:6][C:5]([C:8]2[O:9][C:10]3[CH:20]=[C:19]([N:21]([CH3:26])[S:22]([CH3:25])(=[O:24])=[O:23])[C:18]([C:27]4[N:32]=[C:31]([C:33]([NH:35][CH2:36][C:37]5[CH:42]=[CH:41][C:40]([F:43])=[CH:39][N:38]=5)=[O:34])[C:30]([O:44]C)=[CH:29][CH:28]=4)=[CH:17][C:11]=3[C:12]=2[C:13](=[O:16])[NH:14][CH3:15])=[CH:4][CH:3]=1.Cl. The catalyst class is: 3. (3) Reactant: [CH3:1][S:2]([CH2:5][C:6]([CH3:33])([CH3:32])[C@@H:7]([NH:9][C:10]([C:12]1[C:20]2[C:15](=[N:16][CH:17]=[C:18]([CH:21]3[CH2:23][CH2:22]3)[N:19]=2)[N:14](COCC[Si](C)(C)C)[CH:13]=1)=[O:11])[CH3:8])(=[O:4])=[O:3].FC(F)(F)C(O)=O.C([O-])(=O)C.[Na+].O. Product: [CH3:1][S:2]([CH2:5][C:6]([CH3:32])([CH3:33])[C@@H:7]([NH:9][C:10]([C:12]1[C:20]2[C:15](=[N:16][CH:17]=[C:18]([CH:21]3[CH2:22][CH2:23]3)[N:19]=2)[NH:14][CH:13]=1)=[O:11])[CH3:8])(=[O:4])=[O:3]. The catalyst class is: 96. (4) Reactant: Br[C:2]1[CH:9]=[C:8]([O:10][C:11]2[CH:16]=[CH:15][CH:14]=[CH:13][CH:12]=2)[CH:7]=[CH:6][C:3]=1[CH:4]=[O:5].[B:17]1([B:17]2[O:21][C:20]([CH3:23])([CH3:22])[C:19]([CH3:25])([CH3:24])[O:18]2)[O:21][C:20]([CH3:23])([CH3:22])[C:19]([CH3:25])([CH3:24])[O:18]1.C([O-])(=O)C.[K+]. Product: [O:10]([C:8]1[CH:7]=[CH:6][C:3]([CH:4]=[O:5])=[C:2]([B:17]2[O:21][C:20]([CH3:23])([CH3:22])[C:19]([CH3:25])([CH3:24])[O:18]2)[CH:9]=1)[C:11]1[CH:16]=[CH:15][CH:14]=[CH:13][CH:12]=1. The catalyst class is: 12. (5) The catalyst class is: 6. Product: [N:1]1[CH:6]=[CH:5][CH:4]=[C:3]([C:7]2[O:8][C:9]3[CH:15]=[C:14]([CH2:16][C:17]([OH:19])=[O:18])[CH:13]=[CH:12][C:10]=3[N:11]=2)[CH:2]=1. Reactant: [N:1]1[CH:6]=[CH:5][CH:4]=[C:3]([C:7]2[O:8][C:9]3[CH:15]=[C:14]([CH2:16][C:17]([O:19]C)=[O:18])[CH:13]=[CH:12][C:10]=3[N:11]=2)[CH:2]=1.C1COCC1.[OH-].[Na+].Cl.